Regression. Given a peptide amino acid sequence and an MHC pseudo amino acid sequence, predict their binding affinity value. This is MHC class I binding data. From a dataset of Peptide-MHC class I binding affinity with 185,985 pairs from IEDB/IMGT. The peptide sequence is TIEILRNYLR. The MHC is HLA-A33:01 with pseudo-sequence HLA-A33:01. The binding affinity (normalized) is 0.693.